This data is from Forward reaction prediction with 1.9M reactions from USPTO patents (1976-2016). The task is: Predict the product of the given reaction. (1) Given the reactants C(=O)([O-])[O-].[K+].[K+].[CH3:7][N:8]([CH3:16])[C:9]([CH:11]1[CH2:15][CH2:14][CH2:13][NH:12]1)=[O:10].[Cl:17][C:18]1[C:24](Cl)=[CH:23][C:21]([NH2:22])=[C:20]([N+:26]([O-:28])=[O:27])[CH:19]=1, predict the reaction product. The product is: [Cl:17][C:18]1[C:24]([N:12]2[CH2:13][CH2:14][CH2:15][CH:11]2[C:9](=[O:10])[N:8]([CH3:16])[CH3:7])=[CH:23][C:21]([NH2:22])=[C:20]([N+:26]([O-:28])=[O:27])[CH:19]=1. (2) Given the reactants [H-].[Na+].[F:3][C:4]1[CH:5]=[C:6]([NH:11][C:12]2[C:17]([C:18]([NH:20][C@@H:21]3[CH2:26][CH2:25][C@H:24]([NH:27][C:28](=[O:34])[O:29][C:30]([CH3:33])([CH3:32])[CH3:31])[CH2:23][CH2:22]3)=[O:19])=[CH:16][C:15]([F:35])=[CH:14][N:13]=2)[CH:7]=[CH:8][C:9]=1[F:10].Cl[C:37](OCC)=[O:38].[NH4+].[Cl-], predict the reaction product. The product is: [F:3][C:4]1[CH:5]=[C:6]([N:11]2[C:12]3[N:13]=[CH:14][C:15]([F:35])=[CH:16][C:17]=3[C:18](=[O:19])[N:20]([C@@H:21]3[CH2:22][CH2:23][C@H:24]([NH:27][C:28](=[O:34])[O:29][C:30]([CH3:31])([CH3:32])[CH3:33])[CH2:25][CH2:26]3)[C:37]2=[O:38])[CH:7]=[CH:8][C:9]=1[F:10]. (3) Given the reactants [F:1][C:2]1[CH:3]=[C:4]([CH:8]=[CH:9][CH:10]=1)[CH2:5][CH2:6][NH2:7].[S:11]1[CH2:17][C:15](=[O:16])[NH:14][C:12]1=S.CCN(C(C)C)C(C)C, predict the reaction product. The product is: [F:1][C:2]1[CH:3]=[C:4]([CH2:5][CH2:6][NH:7][C:12]2[S:11][CH2:17][C:15](=[O:16])[N:14]=2)[CH:8]=[CH:9][CH:10]=1. (4) Given the reactants [CH3:1][O:2][C:3]1[CH:8]=[CH:7][C:6]([NH:9][C:10]2[CH:15]=[CH:14][CH:13]=[CH:12][C:11]=2[NH:16][C:17]([C:19]2[C:20]([CH3:25])=[N:21][O:22][C:23]=2[CH3:24])=O)=[C:5]([CH3:26])[CH:4]=1.Cl.O1CCOCC1.C(=O)(O)[O-].[Na+], predict the reaction product. The product is: [CH3:25][C:20]1[C:19]([C:17]2[N:9]([C:6]3[CH:7]=[CH:8][C:3]([O:2][CH3:1])=[CH:4][C:5]=3[CH3:26])[C:10]3[CH:15]=[CH:14][CH:13]=[CH:12][C:11]=3[N:16]=2)=[C:23]([CH3:24])[O:22][N:21]=1. (5) Given the reactants F[C:2]1[CH:7]=[C:6]([F:8])[CH:5]=[CH:4][C:3]=1[C:9]1[CH:14]=[CH:13][CH:12]=[CH:11][C:10]=1[CH:15]([NH:17][C:18](=[O:27])[C:19]1[CH:24]=[CH:23][C:22]([O:25]C)=[CH:21][CH:20]=1)[CH3:16].C[Si]([N-][Si](C)(C)C)(C)C.[Li+], predict the reaction product. The product is: [F:8][C:6]1[CH:5]=[CH:4][C:3]2[C:9]3[C:10]([CH:15]([CH3:16])[N:17]([C:18]([C:19]4[CH:24]=[CH:23][C:22]([OH:25])=[CH:21][CH:20]=4)=[O:27])[C:2]=2[CH:7]=1)=[CH:11][CH:12]=[CH:13][CH:14]=3. (6) Given the reactants Cl.Cl[CH2:3][C:4]1[N:8]2[CH:9]=[CH:10][CH:11]=[CH:12][C:7]2=[N:6][C:5]=1[C:13]1[CH:18]=[CH:17][C:16]([Cl:19])=[CH:15][CH:14]=1.[CH3:20][N:21]1[C:26](=[O:27])[CH:25]=[CH:24][NH:23][C:22]1=[O:28], predict the reaction product. The product is: [Cl:19][C:16]1[CH:17]=[CH:18][C:13]([C:5]2[N:6]=[C:7]3[CH:12]=[CH:11][CH:10]=[CH:9][N:8]3[C:4]=2[CH2:3][N:23]2[CH:24]=[CH:25][C:26](=[O:27])[N:21]([CH3:20])[C:22]2=[O:28])=[CH:14][CH:15]=1.